Dataset: Reaction yield outcomes from USPTO patents with 853,638 reactions. Task: Predict the reaction yield, written as a fraction of the theoretical maximum amount of product (1.0 means a 100% yield; for example, 0.34 means a 34% yield). (1) The catalyst is CN(C=O)C.O. The product is [N+:9]([C:12]1[N:13]([CH2:2][C:3]([NH:5][CH2:6][C:7]#[CH:8])=[O:4])[CH:14]=[CH:15][N:16]=1)([O-:11])=[O:10]. The yield is 0.180. The reactants are Br[CH2:2][C:3]([NH:5][CH2:6][C:7]#[CH:8])=[O:4].[N+:9]([C:12]1[N:13](CC#C)[CH:14]=[CH:15][N:16]=1)([O-:11])=[O:10].C([O-])([O-])=O.[K+].[K+]. (2) The yield is 0.620. The product is [C:1]1([C:13]2[CH:18]=[CH:17][CH:16]=[CH:15][CH:14]=2)[CH:6]=[CH:5][C:4]([C:7]2[N:11]=[C:10]([CH2:9][OH:8])[N:27]([C:23]3[CH:24]=[CH:25][CH:26]=[C:21]([C:20]([F:19])([F:29])[F:30])[CH:22]=3)[N:28]=2)=[CH:3][CH:2]=1. The reactants are [C:1]1([C:13]2[CH:18]=[CH:17][CH:16]=[CH:15][CH:14]=2)[CH:6]=[CH:5][C:4]([C:7]2[O:8][CH2:9][C:10](=O)[N:11]=2)=[CH:3][CH:2]=1.[F:19][C:20]([F:30])([F:29])[C:21]1[CH:22]=[C:23]([NH:27][NH2:28])[CH:24]=[CH:25][CH:26]=1. The catalyst is C(O)C.